Dataset: Full USPTO retrosynthesis dataset with 1.9M reactions from patents (1976-2016). Task: Predict the reactants needed to synthesize the given product. (1) Given the product [CH2:1]([CH:5]1[N:10]([C:24](=[O:25])[C:23]#[C:22][C:19]2[CH:20]=[CH:21][C:16]([CH3:27])=[CH:17][CH:18]=2)[CH2:9][CH:8]([CH2:11][CH:12]([CH3:14])[CH3:13])[NH:7][C:6]1=[O:15])[CH:2]([CH3:4])[CH3:3], predict the reactants needed to synthesize it. The reactants are: [CH2:1]([C@@H:5]1[NH:10][CH2:9][C@H:8]([CH2:11][CH:12]([CH3:14])[CH3:13])[NH:7][C:6]1=[O:15])[CH:2]([CH3:4])[CH3:3].[C:16]1([CH3:27])[CH:21]=[CH:20][C:19]([C:22]#[C:23][C:24](O)=[O:25])=[CH:18][CH:17]=1.C(C1N(C(=O)C#CC2C=CC=CC=2)CC(CC(C)C)NC1=O)C(C)C. (2) Given the product [CH2:1]([N:8]1[CH2:13][CH2:12][N:11]2[C:14]3[N:15]=[CH:16][CH:17]=[CH:18][C:19]=3[NH:20][C:24](=[O:25])[CH2:23][CH:10]2[CH2:9]1)[C:2]1[CH:3]=[CH:4][CH:5]=[CH:6][CH:7]=1, predict the reactants needed to synthesize it. The reactants are: [CH2:1]([N:8]1[CH2:13][CH2:12][N:11]([C:14]2[C:19]([N+:20]([O-])=O)=[CH:18][CH:17]=[CH:16][N:15]=2)[CH:10]([CH2:23][C:24](OC)=[O:25])[CH2:9]1)[C:2]1[CH:7]=[CH:6][CH:5]=[CH:4][CH:3]=1.C[O-].[Na+]. (3) Given the product [CH3:14][C:12]1[O:11][N:10]=[C:9]([CH2:8][CH:6]2[CH2:7][C:3](=[O:2])[CH:4]([C:16]3[C:21]([CH3:22])=[CH:20][C:19]([CH3:23])=[CH:18][C:17]=3[CH3:24])[C:5]2=[O:15])[CH:13]=1, predict the reactants needed to synthesize it. The reactants are: C[O:2][C:3]1[CH2:7][CH:6]([CH2:8][C:9]2[CH:13]=[C:12]([CH3:14])[O:11][N:10]=2)[C:5](=[O:15])[C:4]=1[C:16]1[C:21]([CH3:22])=[CH:20][C:19]([CH3:23])=[CH:18][C:17]=1[CH3:24].Cl.